The task is: Predict the reactants needed to synthesize the given product.. This data is from Full USPTO retrosynthesis dataset with 1.9M reactions from patents (1976-2016). (1) Given the product [NH2:11][C:7]1[CH:8]=[C:9]([CH3:10])[C:4]([C:1](=[O:3])[CH3:2])=[C:5]([Cl:16])[CH:6]=1, predict the reactants needed to synthesize it. The reactants are: [C:1]([C:4]1[C:9]([CH3:10])=[CH:8][C:7]([NH:11]C(=O)C)=[CH:6][C:5]=1F)(=[O:3])[CH3:2].[ClH:16].[OH-].[Na+]. (2) Given the product [NH:18]([C:15]1[CH:16]=[CH:17][C:11]2[C:12]([N:14]=1)=[N:13][C:8]([C:2]1[CH:7]=[CH:6][CH:5]=[CH:4][CH:3]=1)=[C:9]([OH:40])[N:10]=2)[NH2:19], predict the reactants needed to synthesize it. The reactants are: Cl.[C:2]1([C:8]2[N:13]=[C:12]3[N:14]4C(C5C=NC=CN=5)=[N:19][N:18]=[C:15]4[CH:16]=[CH:17][C:11]3=[N:10][C:9]=2C2C=CC(C3(N)CCC3)=CC=2)[CH:7]=[CH:6][CH:5]=[CH:4][CH:3]=1.NN.[O:40]1CCOCC1.